The task is: Predict the reaction yield, written as a fraction of the theoretical maximum amount of product (1.0 means a 100% yield; for example, 0.34 means a 34% yield).. This data is from Reaction yield outcomes from USPTO patents with 853,638 reactions. (1) The reactants are [CH:1]1[CH:2]=[CH:3][C:4]([C:23]([OH:25])=[O:24])=[C:5]([C:7]2[C:17]3[CH:18]=[CH:19][C:20]([OH:22])=[CH:21][C:16]=3[O:15][C:14]3[C:8]=2[CH:9]=[CH:10][C:11]([CH:13]=3)=[O:12])[CH:6]=1.[OH-].[Na+]. The catalyst is O.[Zn]. The product is [OH:12][C:11]1[CH:10]=[CH:9][C:8]2[CH:7]([C:5]3[CH:6]=[CH:1][CH:2]=[CH:3][C:4]=3[C:23]([OH:25])=[O:24])[C:17]3[C:16]([O:15][C:14]=2[CH:13]=1)=[CH:21][C:20]([OH:22])=[CH:19][CH:18]=3. The yield is 0.940. (2) The reactants are [CH:1]1[C:10]2[C:5](=[CH:6][CH:7]=[CH:8][CH:9]=2)[CH:4]=[CH:3][C:2]=1[C:11]([CH2:13][CH2:14][CH2:15][CH2:16][CH2:17][CH2:18][C:19]([OH:21])=O)=[O:12].[NH2:22][C:23]1[S:27][C:26]([SH:28])=[N:25][N:24]=1.[C:29]1(N)C=CC=C[C:30]=1N. No catalyst specified. The product is [S:28]=[C:26]1[S:27][C:23]([NH:22][C:19](=[O:21])[CH2:18][CH2:17][CH2:16][CH2:15][CH2:14][CH2:13][C:11]([C:2]2[CH:1]=[CH:10][C:5]([C:6]3[CH:7]=[CH:8][CH:9]=[CH:30][CH:29]=3)=[CH:4][CH:3]=2)=[O:12])=[N:24][NH:25]1. The yield is 0.340. (3) The product is [NH2:1][C:2]1[C:11]2[C:6](=[C:7]([C:21]3[CH:22]=[N:23][CH:24]=[C:25]([C:27]([N:29]4[CH2:30][CH2:31][CH2:32]4)=[O:28])[CH:26]=3)[CH:8]=[CH:9][CH:10]=2)[N:5]=[N:4][C:3]=1[C:13]([NH:15][CH2:16][CH2:17][CH3:18])=[O:14]. No catalyst specified. The yield is 0.440. The reactants are [NH2:1][C:2]1[C:11]2[C:6](=[C:7](I)[CH:8]=[CH:9][CH:10]=2)[N:5]=[N:4][C:3]=1[C:13]([NH:15][CH2:16][CH2:17][CH3:18])=[O:14].C[Sn](C)(C)[C:21]1[CH:22]=[N:23][CH:24]=[C:25]([C:27]([N:29]2[CH2:32][CH2:31][CH2:30]2)=[O:28])[CH:26]=1.